Dataset: Catalyst prediction with 721,799 reactions and 888 catalyst types from USPTO. Task: Predict which catalyst facilitates the given reaction. (1) Reactant: C(=O)([O-])[O-].[Cs+].[Cs+].[CH2:7]([O:9][C:10](=[O:29])[C:11]([O:21][C:22]1[CH:27]=[CH:26][CH:25]=[CH:24][C:23]=1[F:28])([CH3:20])[CH2:12][C:13]1[CH:18]=[CH:17][C:16]([OH:19])=[CH:15][CH:14]=1)[CH3:8].[CH3:30][O:31][C:32]1[CH:58]=[CH:57][C:35]([CH2:36][N:37]2[CH2:41][CH:40]([CH2:42][CH2:43]OS(C3C=CC(C)=CC=3)(=O)=O)[N:39]([CH3:55])[C:38]2=[O:56])=[CH:34][CH:33]=1. Product: [CH2:7]([O:9][C:10](=[O:29])[C:11]([O:21][C:22]1[CH:27]=[CH:26][CH:25]=[CH:24][C:23]=1[F:28])([CH3:20])[CH2:12][C:13]1[CH:14]=[CH:15][C:16]([O:19][CH2:43][CH2:42][CH:40]2[CH2:41][N:37]([CH2:36][C:35]3[CH:57]=[CH:58][C:32]([O:31][CH3:30])=[CH:33][CH:34]=3)[C:38](=[O:56])[N:39]2[CH3:55])=[CH:17][CH:18]=1)[CH3:8]. The catalyst class is: 39. (2) Reactant: Cl.[NH2:2][CH2:3][C:4]1[CH:12]=[CH:11][CH:10]=[C:9]2[C:5]=1[C:6](=[O:22])[N:7]([CH:14]1[CH2:19][CH2:18][C:17](=[O:20])[NH:16][C:15]1=[O:21])[C:8]2=[O:13].[F:23][C:24]1[CH:32]=[CH:31][C:27]([C:28](Cl)=[O:29])=[CH:26][C:25]=1[C:33]([F:36])([F:35])[F:34].C(N(C(C)C)CC)(C)C. Product: [O:21]=[C:15]1[CH:14]([N:7]2[C:6](=[O:22])[C:5]3[C:9](=[CH:10][CH:11]=[CH:12][C:4]=3[CH2:3][NH:2][C:28](=[O:29])[C:27]3[CH:31]=[CH:32][C:24]([F:23])=[C:25]([C:33]([F:36])([F:34])[F:35])[CH:26]=3)[C:8]2=[O:13])[CH2:19][CH2:18][C:17](=[O:20])[NH:16]1. The catalyst class is: 2. (3) Reactant: [P:1](=[O:5])([OH:4])([OH:3])[OH:2].[NH4+].[NH4+].[NH4+].[NH4+].[NH4+].[NH4+].O.[OH-].[OH-].[OH-].[OH:16][W:17]([O:46][W:47]([O:16][W:17]([O-])(=[O:18])=[O:19])(=[O:49])=[O:48])(=[O:19])=[O:18].[OH:29][W:30]([O:29][W:30]([O:46][W:47]([O:16][W:17]([O-])(=[O:18])=[O:19])(=[O:49])=[O:48])(=[O:32])=[O:31])(=[O:32])=[O:31].[OH:46][W:47]([O:29][W:30](O[W](O[W]([O-])(=O)=O)(=O)=O)(=[O:32])=[O:31])(=[O:49])=[O:48].[W]. Product: [OH2:2].[OH:3][P:1]([OH:5])([OH:4])=[O:2].[O:16]=[W:17](=[O:19])=[O:18].[O:29]=[W:30](=[O:32])=[O:31].[O:46]=[W:47](=[O:49])=[O:48].[O:16]=[W:17](=[O:19])=[O:18].[O:16]=[W:17](=[O:19])=[O:18].[O:16]=[W:17](=[O:19])=[O:18].[O:16]=[W:17](=[O:19])=[O:18].[O:16]=[W:17](=[O:19])=[O:18].[O:16]=[W:17](=[O:19])=[O:18].[O:16]=[W:17](=[O:19])=[O:18].[O:16]=[W:17](=[O:19])=[O:18].[O:16]=[W:17](=[O:19])=[O:18]. The catalyst class is: 6. (4) Reactant: [H-].[Na+].[Cl:3][C:4]1[CH:5]=[C:6]([C:10]#[C:11][C:12]([NH:14][CH2:15][CH2:16][C:17]2[CH:22]=[CH:21][CH:20]=[CH:19][C:18]=2[F:23])=[O:13])[CH:7]=[CH:8][CH:9]=1.I[CH3:25]. Product: [Cl:3][C:4]1[CH:5]=[C:6]([C:10]#[C:11][C:12]([N:14]([CH2:15][CH2:16][C:17]2[CH:22]=[CH:21][CH:20]=[CH:19][C:18]=2[F:23])[CH3:25])=[O:13])[CH:7]=[CH:8][CH:9]=1. The catalyst class is: 23. (5) Product: [CH:5]([C:4]1[CH:3]=[C:2](/[CH:12]=[CH:11]/[C:10]([O:14][CH2:15][CH3:16])=[O:13])[CH:9]=[CH:8][CH:7]=1)=[O:6]. Reactant: Br[C:2]1[CH:3]=[C:4]([CH:7]=[CH:8][CH:9]=1)[CH:5]=[O:6].[C:10]([O:14][CH2:15][CH3:16])(=[O:13])[CH:11]=[CH2:12].C([O-])(O)=O.[Na+].C1C=CC(P(C2C=CC=CC=2)C2C=CC=CC=2)=CC=1. The catalyst class is: 416. (6) Reactant: Br[C:2]1[CH:7]=[CH:6][C:5]([CH2:8][C@H:9]([N:20]([CH2:28][C:29]2[CH:34]=[CH:33][CH:32]=[CH:31][CH:30]=2)[CH2:21][C:22]2[CH:27]=[CH:26][CH:25]=[CH:24][CH:23]=2)[C:10]([O:12][CH2:13][C:14]2[CH:19]=[CH:18][CH:17]=[CH:16][CH:15]=2)=[O:11])=[CH:4][CH:3]=1.[Li+].[Cl-].C([Sn](CCCC)(CCCC)[C:42]1[CH:47]=[CH:46][CH:45]=[CH:44][N:43]=1)CCC. Product: [CH2:21]([N:20]([CH2:28][C:29]1[CH:34]=[CH:33][CH:32]=[CH:31][CH:30]=1)[C@@H:9]([CH2:8][C:5]1[CH:6]=[CH:7][C:2]([C:42]2[CH:47]=[CH:46][CH:45]=[CH:44][N:43]=2)=[CH:3][CH:4]=1)[C:10]([O:12][CH2:13][C:14]1[CH:19]=[CH:18][CH:17]=[CH:16][CH:15]=1)=[O:11])[C:22]1[CH:27]=[CH:26][CH:25]=[CH:24][CH:23]=1. The catalyst class is: 128. (7) Reactant: C(=O)([O-])[O-].[K+].[K+].Br[CH:8]([CH2:24][CH3:25])[CH2:9][N:10]([N:19]1[CH:23]=[N:22][N:21]=[CH:20]1)[C:11]1[CH:18]=[CH:17][C:14]([C:15]#[N:16])=[CH:13][CH:12]=1.[OH:26][C:27]1[CH:32]=[CH:31][C:30]([SH:33])=[CH:29][CH:28]=1. Product: [OH:26][C:27]1[CH:32]=[CH:31][C:30]([S:33][CH2:25][CH2:24][CH2:8][CH2:9][N:10]([N:19]2[CH:23]=[N:22][N:21]=[CH:20]2)[C:11]2[CH:18]=[CH:17][C:14]([C:15]#[N:16])=[CH:13][CH:12]=2)=[CH:29][CH:28]=1. The catalyst class is: 39.